This data is from Catalyst prediction with 721,799 reactions and 888 catalyst types from USPTO. The task is: Predict which catalyst facilitates the given reaction. (1) Reactant: Br[C:2]1[C:11]([C@H:12]([O:18][C:19]([CH3:22])([CH3:21])[CH3:20])[C:13]([O:15][CH2:16][CH3:17])=[O:14])=[C:10]([CH3:23])[CH:9]=[C:8]2[C:3]=1[CH:4]=[CH:5][C:6]([CH3:24])=[N:7]2.CC1(C)C(C)(C)OB([C:33]2[CH:42]=[CH:41][C:40]3[O:43][CH2:44][CH2:45][N:38]4[C:39]=3[C:34]=2[CH2:35][CH2:36][CH2:37]4)O1.C(COC)OC.C([O-])([O-])=O.[K+].[K+]. Product: [C:19]([O:18][C@@H:12]([C:11]1[C:2]([C:33]2[CH:42]=[CH:41][C:40]3[O:43][CH2:44][CH2:45][N:38]4[C:39]=3[C:34]=2[CH2:35][CH2:36][CH2:37]4)=[C:3]2[C:8](=[CH:9][C:10]=1[CH3:23])[N:7]=[C:6]([CH3:24])[CH:5]=[CH:4]2)[C:13]([O:15][CH2:16][CH3:17])=[O:14])([CH3:22])([CH3:21])[CH3:20]. The catalyst class is: 535. (2) Reactant: [Br:1][C:2]1[CH:7]=[CH:6][CH:5]=[CH:4][C:3]=1[OH:8].S(OCC)(O[CH2:13][CH3:14])(=O)=O. Product: [Br:1][C:2]1[CH:7]=[CH:6][CH:5]=[CH:4][C:3]=1[O:8][CH2:13][CH3:14]. The catalyst class is: 74. (3) Reactant: Cl[C:2](=[CH2:5])[C:3]#[N:4].Cl.[CH:7]([NH:10][NH2:11])([CH3:9])[CH3:8].C(=O)([O-])[O-].[K+].[K+]. Product: [CH3:8][CH:7]([N:10]1[CH:5]=[CH:2][C:3]([NH2:4])=[N:11]1)[CH3:9]. The catalyst class is: 6. (4) Reactant: [C:1]1([C:12]2[CH:17]=[CH:16][CH:15]=[CH:14][CH:13]=2)[CH:6]=[CH:5][CH:4]=[CH:3][C:2]=1[CH:7]([CH3:11])[C:8](O)=[O:9].C[N:19](C=O)C.C(Cl)(=O)C(Cl)=O.N. Product: [C:1]1([C:12]2[CH:17]=[CH:16][CH:15]=[CH:14][CH:13]=2)[CH:6]=[CH:5][CH:4]=[CH:3][C:2]=1[CH:7]([CH3:11])[C:8]([NH2:19])=[O:9]. The catalyst class is: 410. (5) Reactant: C[O:2][C:3]([C@@H:5]1[C@@H:9]([C:10]2[CH:15]=[CH:14][CH:13]=[CH:12][CH:11]=2)[CH2:8][N:7]([C:16](=[O:29])[C@@H:17]([NH:21][C:22]([O:24][C:25]([CH3:28])([CH3:27])[CH3:26])=[O:23])[CH:18]([CH3:20])[CH3:19])[CH2:6]1)=[O:4].CO.O.[Li+].[OH-]. The catalyst class is: 1. Product: [C:25]([O:24][C:22]([NH:21][C@@H:17]([CH:18]([CH3:20])[CH3:19])[C:16]([N:7]1[CH2:8][C@H:9]([C:10]2[CH:15]=[CH:14][CH:13]=[CH:12][CH:11]=2)[C@@H:5]([C:3]([OH:4])=[O:2])[CH2:6]1)=[O:29])=[O:23])([CH3:28])([CH3:27])[CH3:26]. (6) Reactant: Cl[C:2]1[CH:7]=[C:6]([C:8]2[CH:13]=[CH:12][CH:11]=[C:10]([Cl:14])[CH:9]=2)[N:5]=[C:4]2[CH2:15][CH2:16][CH2:17][C:3]=12.[CH3:18][C:19]([C:25]1[CH:30]=[CH:29][C:28]([CH2:31]B2OC(C)(C)C(C)(C)O2)=[CH:27][CH:26]=1)([CH3:24])[C:20]([O:22][CH3:23])=[O:21].C([O-])([O-])=O.[Na+].[Na+].O1CCOCC1. Product: [Cl:14][C:10]1[CH:9]=[C:8]([C:6]2[N:5]=[C:4]3[CH2:15][CH2:16][CH2:17][C:3]3=[C:2]([CH2:31][C:28]3[CH:27]=[CH:26][C:25]([C:19]([CH3:24])([CH3:18])[C:20]([O:22][CH3:23])=[O:21])=[CH:30][CH:29]=3)[CH:7]=2)[CH:13]=[CH:12][CH:11]=1. The catalyst class is: 263. (7) Reactant: [Br:1][C:2]1[CH:7]=[C:6]([C:8]2([CH3:23])[CH2:10][N:9]2[S:11]([C:14]2[CH:19]=[CH:18][CH:17]=[CH:16][C:15]=2[N+:20]([O-:22])=[O:21])(=[O:13])=[O:12])[C:5]([F:24])=[CH:4][N:3]=1.[CH2:25]([O:27][C:28](=[O:36])[C@:29]([OH:35])([CH3:34])[C:30]([F:33])([F:32])[F:31])[CH3:26].[H-].[Na+]. Product: [CH2:25]([O:27][C:28](=[O:36])[C@:29]([O:35][CH2:10][C:8]([C:6]1[C:5]([F:24])=[CH:4][N:3]=[C:2]([Br:1])[CH:7]=1)([NH:9][S:11]([C:14]1[CH:19]=[CH:18][CH:17]=[CH:16][C:15]=1[N+:20]([O-:22])=[O:21])(=[O:13])=[O:12])[CH3:23])([CH3:34])[C:30]([F:31])([F:32])[F:33])[CH3:26]. The catalyst class is: 3.